Predict the reaction yield, written as a fraction of the theoretical maximum amount of product (1.0 means a 100% yield; for example, 0.34 means a 34% yield). From a dataset of Reaction yield outcomes from USPTO patents with 853,638 reactions. (1) The reactants are Br[C:2]1[S:6][C:5]2[C:7](=[O:17])[CH2:8][CH:9]([C:10]3[CH:15]=[CH:14][C:13]([Cl:16])=[CH:12][CH:11]=3)[C:4]=2[CH:3]=1.C[Sn](C)(C)[C:20]1[CH:25]=[CH:24][N:23]=[C:22]([NH:26][C:27](=[O:29])[CH3:28])[CH:21]=1.O1CCOCC1.[Cl-].[Li+]. The catalyst is [Cu]I.C1C=CC([P]([Pd]([P](C2C=CC=CC=2)(C2C=CC=CC=2)C2C=CC=CC=2)([P](C2C=CC=CC=2)(C2C=CC=CC=2)C2C=CC=CC=2)[P](C2C=CC=CC=2)(C2C=CC=CC=2)C2C=CC=CC=2)(C2C=CC=CC=2)C2C=CC=CC=2)=CC=1. The product is [Cl:16][C:13]1[CH:14]=[CH:15][C:10]([CH:9]2[C:4]3[CH:3]=[C:2]([C:20]4[CH:25]=[CH:24][N:23]=[C:22]([NH:26][C:27](=[O:29])[CH3:28])[CH:21]=4)[S:6][C:5]=3[C:7](=[O:17])[CH2:8]2)=[CH:11][CH:12]=1. The yield is 0.780. (2) The reactants are [N+:1]([C:4]1[C:5]([S:10][CH2:11][CH2:12][S:13]([C:16]2[CH:21]=[CH:20][CH:19]=[C:18]([C:22]([F:25])([F:24])[F:23])[CH:17]=2)(=[O:15])=[O:14])=[N:6][CH:7]=[CH:8][CH:9]=1)([O-])=O.[NH4+].[Cl-].CCCCCC. The catalyst is C(O)C.[Zn]. The product is [F:24][C:22]([F:23])([F:25])[C:18]1[CH:17]=[C:16]([S:13]([CH2:12][CH2:11][S:10][C:5]2[C:4]([NH2:1])=[CH:9][CH:8]=[CH:7][N:6]=2)(=[O:14])=[O:15])[CH:21]=[CH:20][CH:19]=1. The yield is 0.760. (3) The reactants are [F:1][C:2]([F:15])([F:14])[C:3]1[CH:13]=[CH:12][C:6]([CH:7]=[CH:8][C:9]([NH2:11])=[O:10])=[CH:5][CH:4]=1.[Cl:16][CH2:17][C:18]([CH2:20]Cl)=O.C1(C)C=CC=CC=1. The catalyst is C(OCC)(=O)C. The product is [Cl:16][CH2:17][C:18]1[N:11]=[C:9](/[CH:8]=[CH:7]/[C:6]2[CH:5]=[CH:4][C:3]([C:2]([F:14])([F:15])[F:1])=[CH:13][CH:12]=2)[O:10][CH:20]=1. The yield is 0.550. (4) The reactants are [Cl:1][C:2]1[CH:7]=[CH:6][C:5]([C:8]2(O)[C:17]3[CH:16]=[C:15]([C:18]4[CH:23]=[CH:22][N:21]=[CH:20][CH:19]=4)[S:14][C:13]=3[CH2:12][CH2:11][CH2:10][CH2:9]2)=[CH:4][CH:3]=1.ClCCCl.C([SiH](CC)CC)C.FC(F)(F)S(O)(=O)=O.C([O-])(O)=O.[Na+]. No catalyst specified. The product is [Cl:1][C:2]1[CH:7]=[CH:6][C:5]([CH:8]2[C:17]3[CH:16]=[C:15]([C:18]4[CH:19]=[CH:20][N:21]=[CH:22][CH:23]=4)[S:14][C:13]=3[CH2:12][CH2:11][CH2:10][CH2:9]2)=[CH:4][CH:3]=1. The yield is 0.950.